The task is: Predict the product of the given reaction.. This data is from Forward reaction prediction with 1.9M reactions from USPTO patents (1976-2016). (1) Given the reactants [C:1]([O:5][C:6]([N:8]1[CH2:12][C@H:11]([N:13]([CH3:15])[CH3:14])[CH2:10][C@H:9]1[CH2:16][OH:17])=[O:7])([CH3:4])([CH3:3])[CH3:2].O[C:19]1[CH:28]=[CH:27][C:22]([C:23]([O:25][CH3:26])=[O:24])=[CH:21][CH:20]=1.C1C=CC(P(C2C=CC=CC=2)C2C=CC=CC=2)=CC=1.CC(OC(/N=N/C(OC(C)C)=O)=O)C, predict the reaction product. The product is: [C:1]([O:5][C:6]([N:8]1[CH2:12][C@H:11]([N:13]([CH3:14])[CH3:15])[CH2:10][C@H:9]1[CH2:16][O:17][C:19]1[CH:28]=[CH:27][C:22]([C:23]([O:25][CH3:26])=[O:24])=[CH:21][CH:20]=1)=[O:7])([CH3:4])([CH3:3])[CH3:2]. (2) Given the reactants C(N(C(C)C)CC)(C)C.[CH2:10]([N:13]1[C:22]([C:23]#[N:24])=[C:21]([C:25]2[CH:30]=[CH:29][CH:28]=[C:27]([F:31])[CH:26]=2)[C:20]2[C:15](=[CH:16][CH:17]=[C:18]([OH:32])[CH:19]=2)[C:14]1=[O:33])[CH:11]=[CH2:12].[S:34](O[S:34]([C:37]([F:40])([F:39])[F:38])(=[O:36])=[O:35])([C:37]([F:40])([F:39])[F:38])(=[O:36])=[O:35], predict the reaction product. The product is: [F:38][C:37]([F:40])([F:39])[S:34]([O:32][C:18]1[CH:19]=[C:20]2[C:15](=[CH:16][CH:17]=1)[C:14](=[O:33])[N:13]([CH2:10][CH:11]=[CH2:12])[C:22]([C:23]#[N:24])=[C:21]2[C:25]1[CH:30]=[CH:29][CH:28]=[C:27]([F:31])[CH:26]=1)(=[O:36])=[O:35]. (3) Given the reactants Cl.OCCOC1C=C([O:12][C:13]2[CH:14]=[C:15]([CH:30]=[CH:31][C:32]=2[C:33]#[N:34])[CH2:16][N:17]2[C:21]([CH2:22][N:23]3[CH2:28][CH2:27][NH:26][CH2:25][CH2:24]3)=[CH:20][N:19]=[C:18]2[CH3:29])C=CC=1.[C:35]([OH:44])(=O)[C:36]1[C:37](=[CH:39][CH:40]=[CH:41][CH:42]=1)[OH:38].O.ON1[C:51]2[CH:52]=[CH:53][CH:54]=[CH:55][C:50]=2[N:49]=N1.Cl.CN(CCCN=C=NCC)C.C(N(CC)CC)C, predict the reaction product. The product is: [OH:38][C:37]1[CH:39]=[CH:40][CH:41]=[CH:42][C:36]=1[C:35]([N:26]1[CH2:27][CH2:28][N:23]([CH2:22][C:21]2[N:17]([CH2:16][C:15]3[CH:30]=[CH:31][C:32]([C:33]#[N:34])=[C:13]([O:12][C:54]4[CH:53]=[CH:52][CH:51]=[C:50]([CH3:55])[N:49]=4)[CH:14]=3)[C:18]([CH3:29])=[N:19][CH:20]=2)[CH2:24][CH2:25]1)=[O:44]. (4) Given the reactants CO.C(O)C.[CH:6]1[C:7]([CH2:15][C@@H:16]([NH2:33])[CH2:17][C:18]([N:20]2[CH2:32][C:24]3=[N:25][N:26]=[C:27]([C:28]([F:31])([F:30])[F:29])[N:23]3[CH2:22][CH2:21]2)=[O:19])=[C:8]([F:14])[CH:9]=[C:10]([F:13])[C:11]=1[F:12].[CH2:34]([S:36]([OH:39])(=[O:38])=[O:37])[CH3:35], predict the reaction product. The product is: [CH:6]1[C:7]([CH2:15][C@@H:16]([NH2:33])[CH2:17][C:18]([N:20]2[CH2:32][C:24]3=[N:25][N:26]=[C:27]([C:28]([F:31])([F:30])[F:29])[N:23]3[CH2:22][CH2:21]2)=[O:19])=[C:8]([F:14])[CH:9]=[C:10]([F:13])[C:11]=1[F:12].[S:36]([CH2:34][CH3:35])([O-:39])(=[O:38])=[O:37]. (5) The product is: [C:26]([O:25][C:23]([N:5]1[C:4]2[CH:9]=[CH:10][C:11]([C:13]3[CH:20]=[C:19]([F:21])[CH:18]=[C:15]([C:16]#[N:17])[CH:14]=3)=[CH:12][C:3]=2[C:2]([CH3:22])([CH3:1])[O:7][C:6]1=[O:8])=[O:24])([CH3:29])([CH3:28])[CH3:27]. Given the reactants [CH3:1][C:2]1([CH3:22])[O:7][C:6](=[O:8])[NH:5][C:4]2[CH:9]=[CH:10][C:11]([C:13]3[CH:14]=[C:15]([CH:18]=[C:19]([F:21])[CH:20]=3)[C:16]#[N:17])=[CH:12][C:3]1=2.[C:23](O[C:23]([O:25][C:26]([CH3:29])([CH3:28])[CH3:27])=[O:24])([O:25][C:26]([CH3:29])([CH3:28])[CH3:27])=[O:24], predict the reaction product.